This data is from Merck oncology drug combination screen with 23,052 pairs across 39 cell lines. The task is: Regression. Given two drug SMILES strings and cell line genomic features, predict the synergy score measuring deviation from expected non-interaction effect. (1) Drug 1: NC1(c2ccc(-c3nc4ccn5c(=O)[nH]nc5c4cc3-c3ccccc3)cc2)CCC1. Drug 2: COC1CC2CCC(C)C(O)(O2)C(=O)C(=O)N2CCCCC2C(=O)OC(C(C)CC2CCC(OP(C)(C)=O)C(OC)C2)CC(=O)C(C)C=C(C)C(O)C(OC)C(=O)C(C)CC(C)C=CC=CC=C1C. Cell line: NCIH1650. Synergy scores: synergy=40.7. (2) Drug 1: COc1cccc2c1C(=O)c1c(O)c3c(c(O)c1C2=O)CC(O)(C(=O)CO)CC3OC1CC(N)C(O)C(C)O1. Drug 2: CCc1cnn2c(NCc3ccc[n+]([O-])c3)cc(N3CCCCC3CCO)nc12. Cell line: T47D. Synergy scores: synergy=5.26. (3) Cell line: PA1. Drug 1: COC12C(COC(N)=O)C3=C(C(=O)C(C)=C(N)C3=O)N1CC1NC12. Synergy scores: synergy=44.7. Drug 2: Cc1nc(Nc2ncc(C(=O)Nc3c(C)cccc3Cl)s2)cc(N2CCN(CCO)CC2)n1.